This data is from Reaction yield outcomes from USPTO patents with 853,638 reactions. The task is: Predict the reaction yield, written as a fraction of the theoretical maximum amount of product (1.0 means a 100% yield; for example, 0.34 means a 34% yield). The yield is 0.920. The reactants are [CH3:1][CH:2]([CH3:5])[CH2:3][NH2:4].C(N(CC)CC)C.[I:13][C:14]1[CH:19]=[CH:18][C:17]([S:20](Cl)(=[O:22])=[O:21])=[CH:16][CH:15]=1. The product is [I:13][C:14]1[CH:19]=[CH:18][C:17]([S:20]([NH:4][CH2:3][CH:2]([CH3:5])[CH3:1])(=[O:22])=[O:21])=[CH:16][CH:15]=1. The catalyst is C(Cl)Cl.